From a dataset of Aqueous solubility values for 9,982 compounds from the AqSolDB database. Regression/Classification. Given a drug SMILES string, predict its absorption, distribution, metabolism, or excretion properties. Task type varies by dataset: regression for continuous measurements (e.g., permeability, clearance, half-life) or binary classification for categorical outcomes (e.g., BBB penetration, CYP inhibition). For this dataset (solubility_aqsoldb), we predict Y. (1) The compound is CC(SSC(C)C(=O)O)C(=O)O. The Y is -0.620 log mol/L. (2) The drug is CC12CCC(c3cnc(NS(=O)(=O)c4ccc(N)cc4)nc31)C2(C)C. The Y is -4.08 log mol/L. (3) The compound is CC(C)(C)NC(=O)COC(=O)c1ccccc1. The Y is -2.87 log mol/L. (4) The molecule is O=[N+]([O-])C(CO)(CO)CO. The Y is 0.821 log mol/L. (5) The drug is O=P(OCCCl)(OCCCl)OCC(CCl)(CCl)COP(=O)(OCCCl)OCCCl. The Y is -3.40 log mol/L. (6) The molecule is Cc1cc(N)ccc1S(=O)(=O)Nc1ccc(Cl)cc1. The Y is -4.42 log mol/L.